This data is from Forward reaction prediction with 1.9M reactions from USPTO patents (1976-2016). The task is: Predict the product of the given reaction. (1) Given the reactants Br[C:2]1[CH:7]=[CH:6][CH:5]=[C:4]([CH2:8][CH3:9])[CH:3]=1.[CH3:10][N:11](C=O)C, predict the reaction product. The product is: [C:10]([C:2]1[CH:7]=[CH:6][CH:5]=[C:4]([CH2:8][CH3:9])[CH:3]=1)#[N:11]. (2) Given the reactants Cl.Cl.[CH3:3][Si:4]([CH3:31])([CH3:30])[CH2:5][CH2:6][O:7][CH2:8][N:9]1[C:13]2[N:14]=[CH:15][N:16]=[C:17]([C:18]3[CH:19]=[N:20][N:21]([C:23]4([CH2:27][C:28]#[N:29])[CH2:26][NH:25][CH2:24]4)[CH:22]=3)[C:12]=2[CH:11]=[CH:10]1.Br[C:33]1[CH:42]=[CH:41][C:36]([C:37]([O:39][CH3:40])=[O:38])=[CH:35][C:34]=1[F:43].C(=O)([O-])[O-].[Cs+].[Cs+], predict the reaction product. The product is: [C:28]([CH2:27][C:23]1([N:21]2[CH:22]=[C:18]([C:17]3[C:12]4[CH:11]=[CH:10][N:9]([CH2:8][O:7][CH2:6][CH2:5][Si:4]([CH3:30])([CH3:3])[CH3:31])[C:13]=4[N:14]=[CH:15][N:16]=3)[CH:19]=[N:20]2)[CH2:24][N:25]([C:33]2[CH:42]=[CH:41][C:36]([C:37]([O:39][CH3:40])=[O:38])=[CH:35][C:34]=2[F:43])[CH2:26]1)#[N:29]. (3) Given the reactants [NH2:1][CH:2]([C:4]([OH:6])=[O:5])[CH3:3].C(N(CC)CC)C.C[Si](Cl)(C)C.[CH2:19]([CH:21]([CH2:25][CH2:26][CH2:27][CH2:28][CH2:29][CH3:30])[C:22](Cl)=[O:23])[CH3:20], predict the reaction product. The product is: [CH3:20][CH2:19][CH:21]([CH2:25][CH2:26][CH2:27][CH2:28][CH2:29][CH3:30])[C:22]([NH:1][CH:2]([CH3:3])[C:4]([OH:6])=[O:5])=[O:23]. (4) Given the reactants [CH3:1][C:2](C)=[CH:3][CH2:4][OH:5].[Li][C:8]([CH3:11])([CH3:10])[CH3:9].Br[CH2:13]CC(C)C.[CH2:18]1[CH2:22][O:21][CH2:20][CH2:19]1, predict the reaction product. The product is: [CH3:20][O:21][C:22]1[CH:18]([CH2:19][CH2:9][CH:8]([CH3:11])[CH3:10])[C:4]([O:5][CH3:13])=[CH:3][CH2:2][CH:1]=1. (5) Given the reactants O1CCCC1.[CH3:6][C:7]1[CH:23]=[CH:22][C:10]([CH2:11][C:12]2[S:16][C:15]([CH2:17][C:18](Cl)=[N:19][OH:20])=[CH:14][CH:13]=2)=[CH:9][CH:8]=1.[C:24]([C:26]1[C:27]([NH2:33])=[N:28][C:29]([NH2:32])=[CH:30][CH:31]=1)#[CH:25].C(N(CC)CC)C, predict the reaction product. The product is: [CH3:6][C:7]1[CH:23]=[CH:22][C:10]([CH2:11][C:12]2[S:16][C:15]([CH2:17][C:18]3[CH:25]=[C:24]([C:26]4[C:27]([NH2:33])=[N:28][C:29]([NH2:32])=[CH:30][CH:31]=4)[O:20][N:19]=3)=[CH:14][CH:13]=2)=[CH:9][CH:8]=1. (6) The product is: [CH2:30]([O:29][NH:28][C:26]([CH:16]1[C:15]2[C:10](=[CH:11][CH:12]=[CH:13][CH:14]=2)[C:9](=[O:37])[N:8]([CH:3]2[CH2:4][CH2:5][CH2:6][CH2:7][CH:2]2[NH:1][C:50](=[NH:52])[CH3:51])[CH:17]1[C:18]1[CH:23]=[CH:22][C:21]([Cl:24])=[CH:20][C:19]=1[Cl:25])=[O:27])[C:31]1[CH:32]=[CH:33][CH:34]=[CH:35][CH:36]=1. Given the reactants [NH2:1][CH:2]1[CH2:7][CH2:6][CH2:5][CH2:4][CH:3]1[N:8]1[CH:17]([C:18]2[CH:23]=[CH:22][C:21]([Cl:24])=[CH:20][C:19]=2[Cl:25])[CH:16]([C:26]([NH:28][O:29][CH2:30][C:31]2[CH:36]=[CH:35][CH:34]=[CH:33][CH:32]=2)=[O:27])[C:15]2[C:10](=[CH:11][CH:12]=[CH:13][CH:14]=2)[C:9]1=[O:37].CN(C=O)C.C(=O)([O-])[O-].[Na+].[Na+].Cl.[C:50](SC)(=[NH:52])[CH3:51], predict the reaction product.